Dataset: Full USPTO retrosynthesis dataset with 1.9M reactions from patents (1976-2016). Task: Predict the reactants needed to synthesize the given product. (1) Given the product [F:21][C:22]1[CH:23]=[C:24]([C:2]2[C:3]([CH:8]3[CH2:13][CH2:12][N:11]([C:14]([O:16][C:17]([CH3:20])([CH3:19])[CH3:18])=[O:15])[CH2:10][CH2:9]3)=[N:4][CH:5]=[CH:6][N:7]=2)[CH:25]=[CH:26][C:27]=1[C:28](=[O:31])[NH:29][CH3:30], predict the reactants needed to synthesize it. The reactants are: Cl[C:2]1[C:3]([CH:8]2[CH2:13][CH2:12][N:11]([C:14]([O:16][C:17]([CH3:20])([CH3:19])[CH3:18])=[O:15])[CH2:10][CH2:9]2)=[N:4][CH:5]=[CH:6][N:7]=1.[F:21][C:22]1[CH:23]=[C:24](B(O)O)[CH:25]=[CH:26][C:27]=1[C:28](=[O:31])[NH:29][CH3:30].P([O-])([O-])([O-])=O.[K+].[K+].[K+].O1CCOCC1. (2) Given the product [CH2:20]([O:24][C:25]1[C:32]([O:33][CH3:34])=[CH:31][CH:30]=[CH:29][C:26]=1/[CH:27]=[CH:1]/[C:2]1[N:3]=[C:4]2[S:19][CH:18]=[CH:17][N:5]2[C:6](=[O:16])[C:7]=1[C:8]1[CH:9]=[CH:10][C:11]([C:12]#[N:13])=[CH:14][CH:15]=1)[CH:21]([CH3:23])[CH3:22], predict the reactants needed to synthesize it. The reactants are: [CH3:1][C:2]1[N:3]=[C:4]2[S:19][CH:18]=[CH:17][N:5]2[C:6](=[O:16])[C:7]=1[C:8]1[CH:15]=[CH:14][C:11]([C:12]#[N:13])=[CH:10][CH:9]=1.[CH2:20]([O:24][C:25]1[C:32]([O:33][CH3:34])=[CH:31][CH:30]=[CH:29][C:26]=1[CH:27]=O)[CH:21]([CH3:23])[CH3:22].[O-]CC.[Na+]. (3) Given the product [Cl:10][C:7]1[CH:8]=[CH:9][C:4]([CH2:3][CH2:2][N:11]2[C:13]3[CH:22]=[CH:21][C:16]([C:17]([OH:19])=[O:18])=[CH:15][C:14]=3[C:26]3[CH2:25][N:24]([CH3:23])[CH2:29][CH2:28][C:27]2=3)=[CH:5][CH:6]=1, predict the reactants needed to synthesize it. The reactants are: Br[CH2:2][CH2:3][C:4]1[CH:9]=[CH:8][C:7]([Cl:10])=[CH:6][CH:5]=1.[NH:11]([C:13]1[CH:22]=[CH:21][C:16]([C:17]([O:19]C)=[O:18])=[CH:15][CH:14]=1)N.[CH3:23][N:24]1[CH2:29][CH2:28][C:27](=O)[CH2:26][CH2:25]1. (4) Given the product [Cl:1][C:2]1[N:14]=[C:13]([C:19]2[CH:18]=[C:17]([F:16])[CH:22]=[C:21]([F:23])[CH:20]=2)[CH:12]=[CH:11][C:3]=1[C:4]([O:6][C:7]([CH3:10])([CH3:9])[CH3:8])=[O:5], predict the reactants needed to synthesize it. The reactants are: [Cl:1][C:2]1[N:14]=[C:13](Cl)[CH:12]=[CH:11][C:3]=1[C:4]([O:6][C:7]([CH3:10])([CH3:9])[CH3:8])=[O:5].[F:16][C:17]1[CH:18]=[C:19](B(O)O)[CH:20]=[C:21]([F:23])[CH:22]=1.C(=O)([O-])[O-].[K+].[K+].C1(C)C=CC=CC=1P(C1C=CC=CC=1C)C1C=CC=CC=1C. (5) Given the product [O:27]=[C:19]1[C:20]2[CH:26]=[CH:25][CH:24]=[CH:23][C:21]=2[S:22][C:1]([C:3]2[N:8]=[C:7]([CH2:9][CH2:10][P:11](=[O:18])([O:12][CH2:13][CH3:14])[O:15][CH2:16][CH3:17])[CH:6]=[CH:5][CH:4]=2)=[N:2]1, predict the reactants needed to synthesize it. The reactants are: [C:1]([C:3]1[N:8]=[C:7]([CH2:9][CH2:10][P:11](=[O:18])([O:15][CH2:16][CH3:17])[O:12][CH2:13][CH3:14])[CH:6]=[CH:5][CH:4]=1)#[N:2].[C:19](OC)(=[O:27])[C:20]1[C:21](=[CH:23][CH:24]=[CH:25][CH:26]=1)[SH:22].C(N(CC)CC)C. (6) Given the product [F:5][C:6]1[CH:7]=[C:8]2[C:12](=[CH:13][C:14]=1[F:15])[CH:11]([OH:16])[CH2:10][CH2:9]2, predict the reactants needed to synthesize it. The reactants are: [BH4-].[Na+].CO.[F:5][C:6]1[CH:7]=[C:8]2[C:12](=[CH:13][C:14]=1[F:15])[C:11](=[O:16])[CH2:10][CH2:9]2. (7) Given the product [F:1][C:2]1[C:7]([F:8])=[CH:6][CH:5]=[CH:4][C:3]=1[O:9][CH3:10], predict the reactants needed to synthesize it. The reactants are: [F:1][C:2]1[C:7]([F:8])=[CH:6][CH:5]=[CH:4][C:3]=1[OH:9].[C:10]([O-])([O-])=O.[K+].[K+].IC. (8) Given the product [Cl:1][C:2]1[C:7]([C:27]([O:29][CH3:30])=[O:28])=[CH:6][N:5]=[C:4]2[N:8]([Si:11]([CH:15]([CH3:17])[CH3:16])([CH:18]([CH3:20])[CH3:19])[CH:12]([CH3:13])[CH3:14])[CH:9]=[CH:10][C:3]=12, predict the reactants needed to synthesize it. The reactants are: [Cl:1][C:2]1[CH:7]=[CH:6][N:5]=[C:4]2[N:8]([Si:11]([CH:18]([CH3:20])[CH3:19])([CH:15]([CH3:17])[CH3:16])[CH:12]([CH3:14])[CH3:13])[CH:9]=[CH:10][C:3]=12.[Li]C(CC)C.Cl[C:27]([O:29][CH3:30])=[O:28].C(Cl)Cl.